This data is from Reaction yield outcomes from USPTO patents with 853,638 reactions. The task is: Predict the reaction yield, written as a fraction of the theoretical maximum amount of product (1.0 means a 100% yield; for example, 0.34 means a 34% yield). (1) The reactants are [Cl:1][C:2]1[C:3]([CH3:12])=[CH:4][C:5]([OH:11])=[C:6]([C:8](=[O:10])[CH3:9])[CH:7]=1.[I:13]N1C(=O)CCC1=O.O. The catalyst is C(O)(=O)C. The product is [Cl:1][C:2]1[C:3]([CH3:12])=[C:4]([I:13])[C:5]([OH:11])=[C:6]([C:8](=[O:10])[CH3:9])[CH:7]=1. The yield is 0.970. (2) The reactants are [C:1]([O:5][C:6](=[O:22])[N:7]([CH2:12][C:13]1[CH:18]=[CH:17][C:16]([Cl:19])=[C:15]([CH2:20][OH:21])[CH:14]=1)[CH2:8][CH:9]([F:11])[F:10])([CH3:4])([CH3:3])[CH3:2]. The catalyst is CC#N.O=[Mn]=O. The product is [C:1]([O:5][C:6](=[O:22])[N:7]([CH2:12][C:13]1[CH:18]=[CH:17][C:16]([Cl:19])=[C:15]([CH:20]=[O:21])[CH:14]=1)[CH2:8][CH:9]([F:11])[F:10])([CH3:4])([CH3:2])[CH3:3]. The yield is 0.980. (3) The reactants are C1(P(C2C=CC=CC=2)C2C3OC4C(=CC=CC=4P(C4C=CC=CC=4)C4C=CC=CC=4)C(C)(C)C=3C=CC=2)C=CC=CC=1.[Si]([O:50][CH:51]1[CH2:56][CH2:55][N:54]([C:57]2[N:62]=[CH:61][C:60]([NH2:63])=[CH:59][CH:58]=2)[CH2:53][CH2:52]1)(C(C)(C)C)(C)C.Br[C:65]1[N:81]=[C:68]2[CH:69]=[CH:70][CH:71]=[C:72]([CH2:73][N:74]3[CH2:79][CH2:78][NH:77][C:76](=[O:80])[CH2:75]3)[N:67]2[N:66]=1.C(=O)([O-])[O-].[Cs+].[Cs+].Cl.O. The catalyst is O1CCOCC1.CS(C)=O.CO.C(O)C.C1C=CC(/C=C/C(/C=C/C2C=CC=CC=2)=O)=CC=1.C1C=CC(/C=C/C(/C=C/C2C=CC=CC=2)=O)=CC=1.C1C=CC(/C=C/C(/C=C/C2C=CC=CC=2)=O)=CC=1.[Pd].[Pd]. The product is [OH:50][CH:51]1[CH2:52][CH2:53][N:54]([C:57]2[N:62]=[CH:61][C:60]([NH:63][C:65]3[N:81]=[C:68]4[CH:69]=[CH:70][CH:71]=[C:72]([CH2:73][N:74]5[CH2:79][CH2:78][NH:77][C:76](=[O:80])[CH2:75]5)[N:67]4[N:66]=3)=[CH:59][CH:58]=2)[CH2:55][CH2:56]1. The yield is 0.970. (4) The reactants are Cl.[Cl:2][C:3]1[CH:4]=[C:5]2[C:9](=[CH:10][CH:11]=1)[NH:8][CH:7]=[C:6]2[CH2:12][CH2:13][NH2:14].[F:15][C:16]1[CH:17]=[C:18]([CH:22]=[CH:23][C:24]=1[CH2:25][C:26]1[CH:31]=[CH:30][CH:29]=[C:28]([F:32])[CH:27]=1)[C:19](O)=[O:20].CN(C(ON1N=NC2C=CC=NC1=2)=[N+](C)C)C.F[P-](F)(F)(F)(F)F.C(N(CC)C(C)C)(C)C. The catalyst is CN(C=O)C. The product is [Cl:2][C:3]1[CH:4]=[C:5]2[C:9](=[CH:10][CH:11]=1)[NH:8][CH:7]=[C:6]2[CH2:12][CH2:13][NH:14][C:19](=[O:20])[C:18]1[CH:22]=[CH:23][C:24]([CH2:25][C:26]2[CH:31]=[CH:30][CH:29]=[C:28]([F:32])[CH:27]=2)=[C:16]([F:15])[CH:17]=1. The yield is 0.650. (5) The reactants are [CH:1]1([CH2:6][CH:7]([C:11]2[CH:16]=[CH:15][C:14]([S:17]([CH2:20][O:21][CH3:22])(=[O:19])=[O:18])=[CH:13][CH:12]=2)[C:8](O)=[O:9])[CH2:5][CH2:4][CH2:3][CH2:2]1.F[P-](F)(F)(F)(F)F.N1(O[P+](N(C)C)(N(C)C)N(C)C)C2C=CC=CC=2N=N1.[NH2:50][C:51]1[S:52][CH:53]=[CH:54][N:55]=1.C(N(CC)CC)C.C(=O)(O)[O-].[Na+]. The catalyst is C(Cl)Cl. The product is [CH:1]1([CH2:6][CH:7]([C:11]2[CH:16]=[CH:15][C:14]([S:17]([CH2:20][O:21][CH3:22])(=[O:19])=[O:18])=[CH:13][CH:12]=2)[C:8]([NH:50][C:51]2[S:52][CH:53]=[CH:54][N:55]=2)=[O:9])[CH2:2][CH2:3][CH2:4][CH2:5]1. The yield is 0.592. (6) The reactants are [Cl:1][C:2]1[CH:3]=[C:4]([CH2:8][C:9]([OH:11])=O)[CH:5]=[CH:6][CH:7]=1.Cl.CN(C)CCCN=C=NCC.N1(O)C2C=CC=CC=2N=N1.[CH2:34]([N:38]1[C:46]2[N:45]=[C:44]([Cl:47])[NH:43][C:42]=2[C:41](=[O:48])[N:40]([CH2:49][CH2:50][CH2:51]/[C:52](=[N:55]/[H])/[NH:53]O)[C:39]1=[O:57])[CH2:35][CH2:36][CH3:37]. The catalyst is CN1CCCC1=O. The product is [CH2:34]([N:38]1[C:46]2[N:45]=[C:44]([Cl:47])[NH:43][C:42]=2[C:41](=[O:48])[N:40]([CH2:49][CH2:50][CH2:51][C:52]2[N:53]=[C:9]([CH2:8][C:4]3[CH:5]=[CH:6][CH:7]=[C:2]([Cl:1])[CH:3]=3)[O:11][N:55]=2)[C:39]1=[O:57])[CH2:35][CH2:36][CH3:37]. The yield is 0.270.